The task is: Regression. Given two drug SMILES strings and cell line genomic features, predict the synergy score measuring deviation from expected non-interaction effect.. This data is from NCI-60 drug combinations with 297,098 pairs across 59 cell lines. (1) Drug 1: CNC(=O)C1=CC=CC=C1SC2=CC3=C(C=C2)C(=NN3)C=CC4=CC=CC=N4. Drug 2: CCC1=CC2CC(C3=C(CN(C2)C1)C4=CC=CC=C4N3)(C5=C(C=C6C(=C5)C78CCN9C7C(C=CC9)(C(C(C8N6C)(C(=O)OC)O)OC(=O)C)CC)OC)C(=O)OC.C(C(C(=O)O)O)(C(=O)O)O. Cell line: OVCAR-5. Synergy scores: CSS=46.6, Synergy_ZIP=0.473, Synergy_Bliss=1.40, Synergy_Loewe=-25.5, Synergy_HSA=0.335. (2) Drug 1: CCC1=C2CN3C(=CC4=C(C3=O)COC(=O)C4(CC)O)C2=NC5=C1C=C(C=C5)O. Drug 2: CCN(CC)CCNC(=O)C1=C(NC(=C1C)C=C2C3=C(C=CC(=C3)F)NC2=O)C. Cell line: HS 578T. Synergy scores: CSS=19.6, Synergy_ZIP=-5.11, Synergy_Bliss=-3.13, Synergy_Loewe=-25.0, Synergy_HSA=-0.996. (3) Drug 1: CC12CCC(CC1=CCC3C2CCC4(C3CC=C4C5=CN=CC=C5)C)O. Drug 2: C1C(C(OC1N2C=NC3=C2NC=NCC3O)CO)O. Cell line: SF-539. Synergy scores: CSS=6.78, Synergy_ZIP=-3.30, Synergy_Bliss=-1.37, Synergy_Loewe=-0.222, Synergy_HSA=-0.472. (4) Drug 1: C1CC(=O)NC(=O)C1N2CC3=C(C2=O)C=CC=C3N. Drug 2: C1C(C(OC1N2C=C(C(=O)NC2=O)F)CO)O. Cell line: ACHN. Synergy scores: CSS=11.1, Synergy_ZIP=-12.6, Synergy_Bliss=-16.3, Synergy_Loewe=-16.0, Synergy_HSA=-14.1. (5) Drug 1: CC12CCC3C(C1CCC2O)C(CC4=C3C=CC(=C4)O)CCCCCCCCCS(=O)CCCC(C(F)(F)F)(F)F. Drug 2: CN(CC1=CN=C2C(=N1)C(=NC(=N2)N)N)C3=CC=C(C=C3)C(=O)NC(CCC(=O)O)C(=O)O. Cell line: RPMI-8226. Synergy scores: CSS=13.4, Synergy_ZIP=5.36, Synergy_Bliss=7.72, Synergy_Loewe=-60.7, Synergy_HSA=1.32. (6) Drug 2: CN(CCCl)CCCl.Cl. Drug 1: CC1CCC2CC(C(=CC=CC=CC(CC(C(=O)C(C(C(=CC(C(=O)CC(OC(=O)C3CCCCN3C(=O)C(=O)C1(O2)O)C(C)CC4CCC(C(C4)OC)OCCO)C)C)O)OC)C)C)C)OC. Cell line: OVCAR-8. Synergy scores: CSS=7.70, Synergy_ZIP=-6.33, Synergy_Bliss=-3.38, Synergy_Loewe=-4.64, Synergy_HSA=-1.97.